This data is from Merck oncology drug combination screen with 23,052 pairs across 39 cell lines. The task is: Regression. Given two drug SMILES strings and cell line genomic features, predict the synergy score measuring deviation from expected non-interaction effect. (1) Drug 1: Cn1c(=O)n(-c2ccc(C(C)(C)C#N)cc2)c2c3cc(-c4cnc5ccccc5c4)ccc3ncc21. Drug 2: Cn1cc(-c2cnn3c(N)c(Br)c(C4CCCNC4)nc23)cn1. Cell line: DLD1. Synergy scores: synergy=15.4. (2) Drug 1: COc1cccc2c1C(=O)c1c(O)c3c(c(O)c1C2=O)CC(O)(C(=O)CO)CC3OC1CC(N)C(O)C(C)O1. Drug 2: O=C(NOCC(O)CO)c1ccc(F)c(F)c1Nc1ccc(I)cc1F. Cell line: CAOV3. Synergy scores: synergy=9.28. (3) Drug 1: CCN(CC)CCNC(=O)c1c(C)[nH]c(C=C2C(=O)Nc3ccc(F)cc32)c1C. Drug 2: CS(=O)(=O)CCNCc1ccc(-c2ccc3ncnc(Nc4ccc(OCc5cccc(F)c5)c(Cl)c4)c3c2)o1. Cell line: SW837. Synergy scores: synergy=22.8. (4) Synergy scores: synergy=8.62. Cell line: CAOV3. Drug 1: NC(=O)c1cccc2cn(-c3ccc(C4CCCNC4)cc3)nc12. Drug 2: CCC1(O)C(=O)OCc2c1cc1n(c2=O)Cc2cc3c(CN(C)C)c(O)ccc3nc2-1. (5) Synergy scores: synergy=30.1. Cell line: A375. Drug 1: CCc1cnn2c(NCc3ccc[n+]([O-])c3)cc(N3CCCCC3CCO)nc12. Drug 2: Cn1cc(-c2cnn3c(N)c(Br)c(C4CCCNC4)nc23)cn1. (6) Drug 1: COC1CC2CCC(C)C(O)(O2)C(=O)C(=O)N2CCCCC2C(=O)OC(C(C)CC2CCC(OP(C)(C)=O)C(OC)C2)CC(=O)C(C)C=C(C)C(O)C(OC)C(=O)C(C)CC(C)C=CC=CC=C1C. Drug 2: Cn1cc(-c2cnn3c(N)c(Br)c(C4CCCNC4)nc23)cn1. Cell line: SKMES1. Synergy scores: synergy=-4.08. (7) Drug 1: CC1CC2C3CCC4=CC(=O)C=CC4(C)C3(F)C(O)CC2(C)C1(O)C(=O)CO. Drug 2: COC1=C2CC(C)CC(OC)C(O)C(C)C=C(C)C(OC(N)=O)C(OC)C=CC=C(C)C(=O)NC(=CC1=O)C2=O. Cell line: ZR751. Synergy scores: synergy=-17.6. (8) Drug 1: CC1CC2C3CCC4=CC(=O)C=CC4(C)C3(F)C(O)CC2(C)C1(O)C(=O)CO. Drug 2: Cc1nc(Nc2ncc(C(=O)Nc3c(C)cccc3Cl)s2)cc(N2CCN(CCO)CC2)n1. Cell line: UACC62. Synergy scores: synergy=-2.48.